This data is from Peptide-MHC class I binding affinity with 185,985 pairs from IEDB/IMGT. The task is: Regression. Given a peptide amino acid sequence and an MHC pseudo amino acid sequence, predict their binding affinity value. This is MHC class I binding data. (1) The peptide sequence is AMEDLVRAY. The MHC is HLA-A01:01 with pseudo-sequence HLA-A01:01. The binding affinity (normalized) is 0.149. (2) The MHC is HLA-A29:02 with pseudo-sequence HLA-A29:02. The binding affinity (normalized) is 0.438. The peptide sequence is LFQFFVFLV. (3) The peptide sequence is SIPISELSRL. The MHC is HLA-A02:03 with pseudo-sequence HLA-A02:03. The binding affinity (normalized) is 0.621. (4) The peptide sequence is FAVNPGLLET. The MHC is HLA-A02:06 with pseudo-sequence HLA-A02:06. The binding affinity (normalized) is 0.359. (5) The peptide sequence is SVDEEGCGPL. The MHC is HLA-A02:01 with pseudo-sequence HLA-A02:01. The binding affinity (normalized) is 0.0411.